This data is from Forward reaction prediction with 1.9M reactions from USPTO patents (1976-2016). The task is: Predict the product of the given reaction. Given the reactants C(N1C=CN=C1)([N:3]1C=CN=C1)=O.[CH:13]1([NH:19][C:20]2[CH:29]=[C:28]3[C:23]([C:24](=[O:38])[C:25]([C:35]([OH:37])=O)=[CH:26][N:27]3[CH:30]3[CH2:34][CH2:33][CH2:32][CH2:31]3)=[CH:22][C:21]=2[F:39])[CH2:18][CH2:17][CH2:16][CH2:15][CH2:14]1.N, predict the reaction product. The product is: [CH:13]1([NH:19][C:20]2[CH:29]=[C:28]3[C:23]([C:24](=[O:38])[C:25]([C:35]([NH2:3])=[O:37])=[CH:26][N:27]3[CH:30]3[CH2:31][CH2:32][CH2:33][CH2:34]3)=[CH:22][C:21]=2[F:39])[CH2:14][CH2:15][CH2:16][CH2:17][CH2:18]1.